Predict the reactants needed to synthesize the given product. From a dataset of Full USPTO retrosynthesis dataset with 1.9M reactions from patents (1976-2016). (1) Given the product [CH3:11][CH:10]([CH3:12])[C:9]([O:6][CH2:5][CH2:4][C:3]([O:2][CH3:1])([CH3:8])[CH3:7])=[O:13], predict the reactants needed to synthesize it. The reactants are: [CH3:1][O:2][C:3]([CH3:8])([CH3:7])[CH2:4][CH2:5][OH:6].[C:9](Cl)(=[O:13])[CH:10]([CH3:12])[CH3:11]. (2) Given the product [C:22]([O-:30])(=[O:29])[C:23]1[CH:28]=[CH:27][CH:26]=[CH:25][CH:24]=1.[OH:2][CH2:3][CH2:4][N+:5]([CH2:8][O:9][CH:10]1[CH2:21][CH2:20][CH2:19][CH2:18][CH2:17][CH2:16][CH2:15][CH2:14][CH2:13][CH2:12][CH2:11]1)([CH3:7])[CH3:6], predict the reactants needed to synthesize it. The reactants are: [Cl-].[OH:2][CH2:3][CH2:4][N+:5]([CH2:8][O:9][CH:10]1[CH2:21][CH2:20][CH2:19][CH2:18][CH2:17][CH2:16][CH2:15][CH2:14][CH2:13][CH2:12][CH2:11]1)([CH3:7])[CH3:6].[C:22]([O-:30])(=[O:29])[C:23]1[CH:28]=[CH:27][CH:26]=[CH:25][CH:24]=1.[Na+]. (3) Given the product [C:1]([NH:4][C:5]1[CH:6]=[C:7]([N:19]2[C:23]3=[N:24][CH:25]=[C:26]([C:28]4[N:29]=[N:30][N:31]([CH2:33][C:34]([NH2:39])=[O:35])[CH:32]=4)[CH:27]=[C:22]3[N:21]=[CH:20]2)[CH:8]=[C:9]([C:11]2[CH:16]=[CH:15][C:14]([F:17])=[CH:13][C:12]=2[F:18])[CH:10]=1)(=[O:3])[CH3:2], predict the reactants needed to synthesize it. The reactants are: [C:1]([NH:4][C:5]1[CH:6]=[C:7]([N:19]2[C:23]3=[N:24][CH:25]=[C:26]([C:28]4[N:29]=[N:30][N:31]([CH2:33][C:34](OCC)=[O:35])[CH:32]=4)[CH:27]=[C:22]3[N:21]=[CH:20]2)[CH:8]=[C:9]([C:11]2[CH:16]=[CH:15][C:14]([F:17])=[CH:13][C:12]=2[F:18])[CH:10]=1)(=[O:3])[CH3:2].[NH3:39]. (4) Given the product [C:60]([O:59][C@@H:53]([C:44]1[C:43]([CH3:64])=[CH:42][C:40]2[N:41]=[C:37]([C:2]3[C:7]([CH3:8])=[CH:6][N:5]=[C:4]([Cl:9])[CH:3]=3)[S:38][C:39]=2[C:45]=1[C:46]1[CH:47]=[CH:48][C:49]([Cl:52])=[CH:50][CH:51]=1)[C:54]([O:56][CH2:57][CH3:58])=[O:55])([CH3:61])([CH3:62])[CH3:63], predict the reactants needed to synthesize it. The reactants are: Br[C:2]1[C:7]([CH3:8])=[CH:6][N:5]=[C:4]([Cl:9])[CH:3]=1.B1(B2OC(C)(C)C(C)(C)O2)OC(C)(C)C(C)(C)O1.C(Cl)Cl.CC([O-])=O.[K+].Br[C:37]1[S:38][C:39]2[C:45]([C:46]3[CH:51]=[CH:50][C:49]([Cl:52])=[CH:48][CH:47]=3)=[C:44]([C@H:53]([O:59][C:60]([CH3:63])([CH3:62])[CH3:61])[C:54]([O:56][CH2:57][CH3:58])=[O:55])[C:43]([CH3:64])=[CH:42][C:40]=2[N:41]=1.C([O-])([O-])=O.[K+].[K+]. (5) Given the product [Cl:1][C:2]1[CH:10]=[C:9]2[C:5]([C:6]([NH:11][C:12]([NH:32][C@@H:33]([CH3:34])[CH2:40][O:39][CH3:43])=[N:14][C:15](=[O:24])[C:16]3[CH:21]=[CH:20][C:19]([F:22])=[C:18]([F:23])[CH:17]=3)=[N:7][NH:8]2)=[CH:4][CH:3]=1, predict the reactants needed to synthesize it. The reactants are: [Cl:1][C:2]1[CH:10]=[C:9]2[C:5]([C:6]([NH:11][C:12]([NH:14][C:15](=[O:24])[C:16]3[CH:21]=[CH:20][C:19]([F:22])=[C:18]([F:23])[CH:17]=3)=S)=[N:7][NH:8]2)=[CH:4][CH:3]=1.CN(C)CCCN=C=[N:32][CH2:33][CH3:34].C(#N)C.[O:39]1[CH2:43]CC[CH2:40]1. (6) Given the product [O:23]1[CH2:24][CH:21]([N:18]2[CH2:19][CH2:20][N:15]([C:12]3[CH:13]=[CH:14][C:9]([NH:8][C:4]4[N:5]=[CH:6][N:7]=[C:2]([C:37]5[CH:38]=[CH:39][C:32]([O:31][CH:27]6[CH2:28][CH2:29][CH2:30][O:25][CH2:26]6)=[C:33]([CH:36]=5)[C:34]#[N:35])[N:3]=4)=[CH:10][CH:11]=3)[CH2:16][CH2:17]2)[CH2:22]1, predict the reactants needed to synthesize it. The reactants are: Cl[C:2]1[N:7]=[CH:6][N:5]=[C:4]([NH:8][C:9]2[CH:14]=[CH:13][C:12]([N:15]3[CH2:20][CH2:19][N:18]([CH:21]4[CH2:24][O:23][CH2:22]4)[CH2:17][CH2:16]3)=[CH:11][CH:10]=2)[N:3]=1.[O:25]1[CH2:30][CH2:29][CH2:28][CH:27]([O:31][C:32]2[CH:39]=[CH:38][C:37](B3OC(C)(C)C(C)(C)O3)=[CH:36][C:33]=2[C:34]#[N:35])[CH2:26]1.C(=O)([O-])[O-].[Na+].[Na+].